Dataset: Reaction yield outcomes from USPTO patents with 853,638 reactions. Task: Predict the reaction yield, written as a fraction of the theoretical maximum amount of product (1.0 means a 100% yield; for example, 0.34 means a 34% yield). (1) The reactants are [O:1]1[CH2:6][CH2:5][CH:4]([CH2:7][NH:8][C:9]2[CH:17]=[CH:16][CH:15]=[CH:14][C:10]=2[C:11]([OH:13])=O)[CH2:3][CH2:2]1.[NH2:18][C:19]1[CH:20]=[C:21]2[C:25](=[CH:26][CH:27]=1)[NH:24][N:23]=[CH:22]2.CN1CCOCC1. The catalyst is CN(C)C=O. The product is [NH:24]1[C:25]2[C:21](=[CH:20][C:19]([NH:18][C:11](=[O:13])[C:10]3[CH:14]=[CH:15][CH:16]=[CH:17][C:9]=3[NH:8][CH2:7][CH:4]3[CH2:3][CH2:2][O:1][CH2:6][CH2:5]3)=[CH:27][CH:26]=2)[CH:22]=[N:23]1. The yield is 0.350. (2) The product is [CH2:14]([CH:13]1[CH2:16][O:17][CH:32]([C:33]([F:36])([F:35])[F:34])[N:12]1[C:11]1[CH:10]=[CH:9][C:6]([C:7]#[N:8])=[CH:5][C:4]=1[F:3])[CH3:15]. The catalyst is C1(C)C=CC=CC=1. The reactants are N#N.[F:3][C:4]1[CH:5]=[C:6]([CH:9]=[CH:10][C:11]=1[NH:12][CH:13]([CH2:16][OH:17])[CH2:14][CH3:15])[C:7]#[N:8].C1(C)C=CC(S(O)(=O)=O)=CC=1.C(O[CH:32](O)[C:33]([F:36])([F:35])[F:34])C. The yield is 0.820. (3) The reactants are [C:1]([C:3]1[CH:31]=[CH:30][C:6]([C:7]([NH:9][NH:10][C:11](=[O:29])[C@H:12]([NH:16][C:17]2[CH:22]=[CH:21][C:20]([C:23]#[N:24])=[C:19]([C:25]([F:28])([F:27])[F:26])[CH:18]=2)[C@H:13]([OH:15])[CH3:14])=[O:8])=[CH:5][CH:4]=1)#[N:2].N1C=CN=C1.[CH3:37][C:38]([Si:41](Cl)([CH3:43])[CH3:42])([CH3:40])[CH3:39]. The catalyst is CN(C=O)C. The product is [Si:41]([O:15][C@H:13]([CH3:14])[C@@H:12]([NH:16][C:17]1[CH:22]=[CH:21][C:20]([C:23]#[N:24])=[C:19]([C:25]([F:28])([F:27])[F:26])[CH:18]=1)[C:11]([NH:10][NH:9][C:7](=[O:8])[C:6]1[CH:5]=[CH:4][C:3]([C:1]#[N:2])=[CH:31][CH:30]=1)=[O:29])([C:38]([CH3:40])([CH3:39])[CH3:37])([CH3:43])[CH3:42]. The yield is 0.790. (4) The reactants are Cl[C:2]1[N:7]=[C:6]([NH:8][C@@H:9]2[CH2:14][CH2:13][CH2:12][CH2:11][C@H:10]2[NH:15][C:16](=[O:18])[CH3:17])[C:5]([Cl:19])=[CH:4][N:3]=1.[NH2:20][C:21]1[CH:34]=[CH:33][C:24]2[NH:25][C:26](=[O:32])[CH2:27][CH2:28][C:29]([CH3:31])([CH3:30])[C:23]=2[CH:22]=1.Cl. The catalyst is O1CCOCC1.COCCO. The product is [Cl:19][C:5]1[C:6]([NH:8][C@@H:9]2[CH2:14][CH2:13][CH2:12][CH2:11][C@H:10]2[NH:15][C:16](=[O:18])[CH3:17])=[N:7][C:2]([NH:20][C:21]2[CH:34]=[CH:33][C:24]3[NH:25][C:26](=[O:32])[CH2:27][CH2:28][C:29]([CH3:31])([CH3:30])[C:23]=3[CH:22]=2)=[N:3][CH:4]=1. The yield is 0.360. (5) The yield is 0.660. No catalyst specified. The reactants are [CH:1]([N:4]1[CH2:9][CH2:8][CH:7]([O:10][C:11]2[CH:19]=[CH:18][C:17]3[N:16]4[CH2:20][CH2:21][NH:22][C:23](=[O:24])[C:15]4=[CH:14][C:13]=3[CH:12]=2)[CH2:6][CH2:5]1)([CH3:3])[CH3:2].[H-].[Na+].[CH2:27](Br)[C:28]1[CH:33]=[CH:32][CH:31]=[CH:30][CH:29]=1. The product is [CH2:27]([N:22]1[CH2:21][CH2:20][N:16]2[C:17]3[CH:18]=[CH:19][C:11]([O:10][CH:7]4[CH2:8][CH2:9][N:4]([CH:1]([CH3:3])[CH3:2])[CH2:5][CH2:6]4)=[CH:12][C:13]=3[CH:14]=[C:15]2[C:23]1=[O:24])[C:28]1[CH:33]=[CH:32][CH:31]=[CH:30][CH:29]=1. (6) The reactants are [C:1]([O:4][CH2:5][CH2:6]Br)(=[O:3])[CH3:2].[Li].[C:9]([C:13]1[CH:28]=[CH:27][C:16]([C:17]([C:19](=[C:22](SC)[S:23][CH3:24])[C:20]#[N:21])=O)=[CH:15][CH:14]=1)([CH3:12])([CH3:11])[CH3:10].[Cl-].[NH4+].C1C[O:34]CC1. The catalyst is CCOC(C)=O. The product is [CH2:5]([O:4][C:1]([C:2]1[O:34][C:22]([S:23][CH3:24])=[C:19]([C:20]#[N:21])[C:17]=1[C:16]1[CH:27]=[CH:28][C:13]([C:9]([CH3:12])([CH3:11])[CH3:10])=[CH:14][CH:15]=1)=[O:3])[CH3:6]. The yield is 0.380. (7) The reactants are [CH2:1]([O:8][C:9]1[CH:14]=[CH:13][C:12]([Br:15])=[CH:11][C:10]=1[CH:16]([C:20]1[CH:25]=[CH:24][CH:23]=[CH:22][CH:21]=1)[CH2:17][CH2:18][OH:19])[C:2]1[CH:7]=[CH:6][CH:5]=[CH:4][CH:3]=1.N1C=CC=CC=1.[C:32]1([CH3:42])[CH:37]=[CH:36][C:35]([S:38](Cl)(=[O:40])=[O:39])=[CH:34][CH:33]=1. The catalyst is ClCCl. The product is [CH2:1]([O:8][C:9]1[CH:14]=[CH:13][C:12]([Br:15])=[CH:11][C:10]=1[CH:16]([C:20]1[CH:25]=[CH:24][CH:23]=[CH:22][CH:21]=1)[CH2:17][CH2:18][O:19][S:38]([C:35]1[CH:36]=[CH:37][C:32]([CH3:42])=[CH:33][CH:34]=1)(=[O:40])=[O:39])[C:2]1[CH:3]=[CH:4][CH:5]=[CH:6][CH:7]=1. The yield is 0.936. (8) The reactants are [Cl:1][C:2]1[CH:7]=[CH:6][C:5]([NH:8][C:9]2[C:10]([C:19]([NH:21][NH2:22])=[O:20])=[CH:11][C:12]3[NH:16][CH:15]=[N:14][C:13]=3[C:17]=2[F:18])=[C:4]([CH3:23])[CH:3]=1.[C:24](Cl)(Cl)=[O:25]. The catalyst is C1(C)C=CC=CC=1. The product is [Cl:1][C:2]1[CH:7]=[CH:6][C:5]([NH:8][C:9]2[C:10]([C:19]3[O:20][C:24]([OH:25])=[N:22][N:21]=3)=[CH:11][C:12]3[NH:16][CH:15]=[N:14][C:13]=3[C:17]=2[F:18])=[C:4]([CH3:23])[CH:3]=1. The yield is 0.990. (9) The reactants are [CH2:1]([OH:9])[CH2:2][C:3]1[CH:8]=[CH:7][CH:6]=[CH:5][CH:4]=1.[CH3:10][O:11][C:12](=[O:18])[CH2:13][CH2:14][C:15](Cl)=[O:16].[Cl-].[Al+3].[Cl-].[Cl-].[Na]. The catalyst is CO.C(OCC)(=O)C.ClCCl. The product is [CH3:10][O:11][C:12](=[O:18])[CH2:13][CH2:14][C:15]([C:6]1[CH:7]=[CH:8][C:3]([CH2:2][CH2:1][OH:9])=[CH:4][CH:5]=1)=[O:16]. The yield is 0.570.